Dataset: hERG potassium channel inhibition data for cardiac toxicity prediction from Karim et al.. Task: Regression/Classification. Given a drug SMILES string, predict its toxicity properties. Task type varies by dataset: regression for continuous values (e.g., LD50, hERG inhibition percentage) or binary classification for toxic/non-toxic outcomes (e.g., AMES mutagenicity, cardiotoxicity, hepatotoxicity). Dataset: herg_karim. (1) The compound is O=C(c1ccc(Cl)cc1)N1CCN(c2ccc(OC3CCN(C4CCCC4)CC3)cc2)C(=O)C1.O=CO. The result is 1 (blocker). (2) The result is 1 (blocker). The molecule is CC#Cc1cncc(-c2ccc3c(c2)C2(COC(N)=N2)C2(COC2)C(C)(C)O3)c1.